Dataset: Catalyst prediction with 721,799 reactions and 888 catalyst types from USPTO. Task: Predict which catalyst facilitates the given reaction. (1) The catalyst class is: 2. Reactant: [Br:1][C:2]1[CH:3]=[C:4]([CH:6]=[CH:7][C:8]=1[O:9][C:10]([F:13])([F:12])[F:11])[NH2:5].CCN(CC)CC.[F:21][C:22]([F:33])([F:32])[C:23](O[C:23](=[O:24])[C:22]([F:33])([F:32])[F:21])=[O:24].O. Product: [Br:1][C:2]1[CH:3]=[C:4]([NH:5][C:23](=[O:24])[C:22]([F:33])([F:32])[F:21])[CH:6]=[CH:7][C:8]=1[O:9][C:10]([F:11])([F:12])[F:13]. (2) Reactant: C1C(=O)N([Br:8])C(=O)C1.[F:9][C:10]1[CH:18]=[CH:17][C:13]([C:14]([OH:16])=[O:15])=[CH:12][C:11]=1[N+:19]([O-:21])=[O:20]. Product: [Br:8][C:18]1[CH:17]=[C:13]([CH:12]=[C:11]([N+:19]([O-:21])=[O:20])[C:10]=1[F:9])[C:14]([OH:16])=[O:15]. The catalyst class is: 82. (3) Reactant: [NH2:1][C:2]1[C:20]([C:21]#[CH:22])=[CH:19][C:5]([O:6][C:7]2[CH:17]=[C:16]([F:18])[CH:15]=[CH:14][C:8]=2[C:9]([O:11][CH2:12][CH3:13])=[O:10])=[C:4]([Cl:23])[CH:3]=1. Product: [Cl:23][C:4]1[CH:3]=[C:2]2[C:20]([CH:21]=[CH:22][NH:1]2)=[CH:19][C:5]=1[O:6][C:7]1[CH:17]=[C:16]([F:18])[CH:15]=[CH:14][C:8]=1[C:9]([O:11][CH2:12][CH3:13])=[O:10]. The catalyst class is: 162.